Dataset: Forward reaction prediction with 1.9M reactions from USPTO patents (1976-2016). Task: Predict the product of the given reaction. (1) Given the reactants ClC1N=C(/C=C(/C2C=C(NS(C3C(F)=CC=CC=3F)(=O)=O)C=CC=2)\O)C=CN=1.[NH2:29][C:30]1[CH:31]=[C:32]([CH:37]=[CH:38][CH:39]=1)[C:33]([O:35][CH3:36])=[O:34].[F:40][C:41]1[CH:46]=[CH:45][C:44]([F:47])=[CH:43][C:42]=1[S:48](Cl)(=[O:50])=[O:49], predict the reaction product. The product is: [F:40][C:41]1[CH:46]=[CH:45][C:44]([F:47])=[CH:43][C:42]=1[S:48]([NH:29][C:30]1[CH:31]=[C:32]([CH:37]=[CH:38][CH:39]=1)[C:33]([O:35][CH3:36])=[O:34])(=[O:50])=[O:49]. (2) Given the reactants [CH3:1][C:2]1[C:9]([N:10]2[C:14]3[CH:15]=[CH:16][C:17]([C:19]([F:22])([F:21])[F:20])=[CH:18][C:13]=3[N:12]=[C:11]2[C@H:23]2[CH2:27][CH2:26][CH2:25][O:24]2)=[CH:8][CH:7]=[CH:6][C:3]=1[CH:4]=O.[NH2:28][C:29]1[CH:42]=[CH:41][C:32]2[C@H:33]([CH2:36][C:37]([O:39][CH3:40])=[O:38])[CH2:34][O:35][C:31]=2[CH:30]=1.C(O[BH-](OC(=O)C)OC(=O)C)(=O)C.[Na+].[OH-].[Na+], predict the reaction product. The product is: [CH3:1][C:2]1[C:9]([N:10]2[C:14]3[CH:15]=[CH:16][C:17]([C:19]([F:21])([F:22])[F:20])=[CH:18][C:13]=3[N:12]=[C:11]2[C@H:23]2[CH2:27][CH2:26][CH2:25][O:24]2)=[CH:8][CH:7]=[CH:6][C:3]=1[CH2:4][NH:28][C:29]1[CH:42]=[CH:41][C:32]2[C@H:33]([CH2:36][C:37]([O:39][CH3:40])=[O:38])[CH2:34][O:35][C:31]=2[CH:30]=1. (3) Given the reactants [CH2:1]([S:8][C:9]1[CH:10]=[CH:11][C:12]([NH:22][C:23]2[CH:28]=[C:27]([Cl:29])[C:26]([C:30]([F:33])([F:32])[F:31])=[CH:25][C:24]=2[O:34][CH3:35])=[C:13](/[CH:15]=[CH:16]/[C:17]([O:19]CC)=O)[CH:14]=1)[C:2]1[CH:7]=[CH:6][CH:5]=[CH:4][CH:3]=1.C[O-].[Na+], predict the reaction product. The product is: [CH2:1]([S:8][C:9]1[CH:14]=[C:13]2[C:12](=[CH:11][CH:10]=1)[N:22]([C:23]1[CH:28]=[C:27]([Cl:29])[C:26]([C:30]([F:32])([F:33])[F:31])=[CH:25][C:24]=1[O:34][CH3:35])[C:17](=[O:19])[CH:16]=[CH:15]2)[C:2]1[CH:3]=[CH:4][CH:5]=[CH:6][CH:7]=1. (4) Given the reactants [NH2:1][C:2]1[CH:44]=[CH:43][C:5]([C:6]([NH:8][C:9]2[CH:14]=[C:13]([NH:15][C:16]3[N:21]=[C:20]([C:22]4[C:30]5[C:25](=[CH:26][CH:27]=[CH:28][CH:29]=5)[N:24](S(C5C=CC=CC=5)(=O)=O)[CH:23]=4)[C:19]([C:40]#[N:41])=[CH:18][N:17]=3)[CH:12]=[CH:11][C:10]=2[CH3:42])=[O:7])=[CH:4][CH:3]=1.[OH-].[Na+], predict the reaction product. The product is: [NH2:1][C:2]1[CH:44]=[CH:43][C:5]([C:6]([NH:8][C:9]2[CH:14]=[C:13]([NH:15][C:16]3[N:21]=[C:20]([C:22]4[C:30]5[C:25](=[CH:26][CH:27]=[CH:28][CH:29]=5)[NH:24][CH:23]=4)[C:19]([C:40]#[N:41])=[CH:18][N:17]=3)[CH:12]=[CH:11][C:10]=2[CH3:42])=[O:7])=[CH:4][CH:3]=1. (5) Given the reactants [CH3:1][C:2]1[CH:3]=[CH:4][C:5]([N+:12]([O-:14])=[O:13])=[C:6]([S:8](O)(=[O:10])=[O:9])[CH:7]=1.O=S(Cl)[Cl:17], predict the reaction product. The product is: [CH3:1][C:2]1[CH:3]=[CH:4][C:5]([N+:12]([O-:14])=[O:13])=[C:6]([S:8]([Cl:17])(=[O:10])=[O:9])[CH:7]=1. (6) The product is: [CH2:3]([O:10][NH:11][C@H:12]1[CH2:17][N:16]([C:31]([O:33][C:34]([CH3:37])([CH3:36])[CH3:35])=[O:32])[C@H:15]([C:18]([O:20][CH3:21])=[O:19])[CH2:14][CH2:13]1)[C:4]1[CH:5]=[CH:6][CH:7]=[CH:8][CH:9]=1. Given the reactants Cl.Cl.[CH2:3]([O:10][NH:11][C@H:12]1[CH2:17][NH:16][C@H:15]([C:18]([O:20][CH3:21])=[O:19])[CH2:14][CH2:13]1)[C:4]1[CH:9]=[CH:8][CH:7]=[CH:6][CH:5]=1.CO.C(N(CC)CC)C.[C:31](O[C:31]([O:33][C:34]([CH3:37])([CH3:36])[CH3:35])=[O:32])([O:33][C:34]([CH3:37])([CH3:36])[CH3:35])=[O:32], predict the reaction product. (7) Given the reactants C([O:3][C:4]([C:6]1[CH:7]=[N:8][N:9]([C:12]2[CH:17]=[CH:16][C:15](I)=[C:14]([CH3:19])[N:13]=2)[C:10]=1[CH3:11])=[O:5])C.C(O[C:23]([C:25]1[CH:26]=NN(C2C=CC(Br)=CC=2)C=1C)=O)C, predict the reaction product. The product is: [CH:26]1([C:15]2[CH:16]=[CH:17][C:12]([N:9]3[C:10]([CH3:11])=[C:6]([C:4]([OH:3])=[O:5])[CH:7]=[N:8]3)=[N:13][C:14]=2[CH3:19])[CH2:25][CH2:23]1.